Task: Predict the product of the given reaction.. Dataset: Forward reaction prediction with 1.9M reactions from USPTO patents (1976-2016) (1) Given the reactants [C:1]([O:5][C:6]([NH:8][C@H:9]1[CH2:13][C@@:12](C(C)C)([C:14]([OH:16])=[O:15])[CH:11]=[CH:10]1)=[O:7])([CH3:4])([CH3:3])[CH3:2].[CH2:20](O)C, predict the reaction product. The product is: [C:1]([O:5][C:6]([NH:8][C@H:9]1[CH2:13][C@@H:12]([C:14]([O:16][CH3:20])=[O:15])[CH:11]=[CH:10]1)=[O:7])([CH3:2])([CH3:3])[CH3:4]. (2) The product is: [Cl:1][C:2]1[CH:3]=[C:4]([C:8]2[C:13]([C:14]([NH:16][CH2:17][CH2:18][CH2:19][C:20]3[CH:25]=[CH:24][CH:23]=[CH:22][CH:21]=3)=[O:15])=[C:12]([CH3:26])[N:11]=[C:10]([NH:49][CH2:45][CH:46]([CH3:48])[CH3:47])[N:9]=2)[CH:5]=[C:6]([Cl:29])[CH:7]=1. Given the reactants [Cl:1][C:2]1[CH:3]=[C:4]([C:8]2[C:13]([C:14]([NH:16][CH2:17][CH2:18][CH2:19][C:20]3[CH:25]=[CH:24][CH:23]=[CH:22][CH:21]=3)=[O:15])=[C:12]([CH3:26])[N:11]=[C:10](SC)[N:9]=2)[CH:5]=[CH:6][CH:7]=1.[Cl:29]C1C=CC=C(C(OO)=O)C=1.S(=O)(O)[O-].[Na+].[CH2:45]([NH2:49])[CH:46]([CH3:48])[CH3:47], predict the reaction product. (3) Given the reactants [CH2:1]([N:8]([CH2:14][CH2:15][OH:16])[CH2:9][CH:10](Cl)[C:11]#[N:12])[C:2]1[CH:7]=[CH:6][CH:5]=[CH:4][CH:3]=1.C([O-])(C)(C)C.[K+].C(=O)([O-])[O-].[Na+].[Na+], predict the reaction product. The product is: [CH2:1]([N:8]1[CH2:14][CH2:15][O:16][CH:10]([C:11]#[N:12])[CH2:9]1)[C:2]1[CH:7]=[CH:6][CH:5]=[CH:4][CH:3]=1. (4) The product is: [CH2:13]([N:12]([CH:10]([CH3:11])[CH2:9][C:6]1[CH:7]=[CH:8][C:3]([O:2][CH3:1])=[CH:4][CH:5]=1)[CH2:24][CH2:23][N:17]1[CH2:18][CH2:19][CH2:20][CH2:21][CH2:22][C:16]1=[O:15])[CH3:14]. Given the reactants [CH3:1][O:2][C:3]1[CH:8]=[CH:7][C:6]([CH2:9][CH:10]([NH:12][CH2:13][CH3:14])[CH3:11])=[CH:5][CH:4]=1.[O:15]=[C:16]1[CH2:22][CH2:21][CH2:20][CH2:19][CH2:18][N:17]1[CH2:23][CH:24]=O.C(O[BH-](OC(=O)C)OC(=O)C)(=O)C.[Na+], predict the reaction product. (5) Given the reactants [Br:1][C:2]1[CH:9]=[CH:8][C:5]([CH2:6]Br)=[CH:4][CH:3]=1.[NH:10]1[CH2:15][CH2:14][NH:13][CH2:12][CH2:11]1.C(=O)([O-])[O-].[K+].[K+], predict the reaction product. The product is: [Br:1][C:2]1[CH:9]=[CH:8][C:5]([CH2:6][N:10]2[CH2:15][CH2:14][NH:13][CH2:12][CH2:11]2)=[CH:4][CH:3]=1.